This data is from Forward reaction prediction with 1.9M reactions from USPTO patents (1976-2016). The task is: Predict the product of the given reaction. (1) Given the reactants C([O:3][C:4](=[O:36])[C:5]([CH3:35])([CH3:34])[CH2:6][C:7]#[C:8][C:9]1[CH:14]=[CH:13][C:12]([C:15]2[O:19][N:18]=[C:17]([CH3:20])[C:16]=2[NH:21][C:22]([O:24][CH:25]([C:27]2[CH:32]=[CH:31][CH:30]=[CH:29][C:28]=2[Cl:33])[CH3:26])=[O:23])=[CH:11][CH:10]=1)C.[OH-].[Li+], predict the reaction product. The product is: [Cl:33][C:28]1[CH:29]=[CH:30][CH:31]=[CH:32][C:27]=1[CH:25]([O:24][C:22]([NH:21][C:16]1[C:17]([CH3:20])=[N:18][O:19][C:15]=1[C:12]1[CH:11]=[CH:10][C:9]([C:8]#[C:7][CH2:6][C:5]([CH3:35])([CH3:34])[C:4]([OH:36])=[O:3])=[CH:14][CH:13]=1)=[O:23])[CH3:26]. (2) Given the reactants [C:1]([C:5]1[O:9][N:8]=[C:7]([NH:10][C:11]([C@@H:13]2[CH2:18][CH2:17][CH2:16][CH2:15][NH:14]2)=[O:12])[CH:6]=1)([CH3:4])([CH3:3])[CH3:2].Cl.C(N(CC)C(C)C)(C)C.[Cl:29][CH2:30][C:31](Cl)=[O:32], predict the reaction product. The product is: [C:1]([C:5]1[O:9][N:8]=[C:7]([NH:10][C:11]([C@@H:13]2[CH2:18][CH2:17][CH2:16][CH2:15][N:14]2[C:31](=[O:32])[CH2:30][Cl:29])=[O:12])[CH:6]=1)([CH3:4])([CH3:2])[CH3:3]. (3) Given the reactants [C:1]([C:3]1[CH:8]=[CH:7][C:6]([NH2:9])=[C:5]([N+:10]([O-:12])=[O:11])[CH:4]=1)#[CH:2].I[C:14]1[CH:22]=[C:21]2[C:17]([CH:18]=[N:19][NH:20]2)=[CH:16][CH:15]=1, predict the reaction product. The product is: [NH:20]1[C:21]2[C:17](=[CH:16][CH:15]=[C:14]([C:2]#[C:1][C:3]3[CH:8]=[CH:7][C:6]([NH2:9])=[C:5]([N+:10]([O-:12])=[O:11])[CH:4]=3)[CH:22]=2)[CH:18]=[N:19]1.